The task is: Predict the reaction yield, written as a fraction of the theoretical maximum amount of product (1.0 means a 100% yield; for example, 0.34 means a 34% yield).. This data is from Reaction yield outcomes from USPTO patents with 853,638 reactions. (1) The reactants are C([O:4][C@H:5]1[C:9]2[N:10]=[CH:11][N:12]=[C:13]([N:14]3[CH2:19][CH2:18][N:17]([C:20]([O:22][C:23]([CH3:26])([CH3:25])[CH3:24])=[O:21])[CH2:16][C@@H:15]3[CH3:27])[C:8]=2[C@H:7]([CH3:28])[CH2:6]1)(=O)C.[Li+].[OH-]. The catalyst is C1COCC1. The product is [OH:4][C@H:5]1[C:9]2[N:10]=[CH:11][N:12]=[C:13]([N:14]3[CH2:19][CH2:18][N:17]([C:20]([O:22][C:23]([CH3:26])([CH3:25])[CH3:24])=[O:21])[CH2:16][C@@H:15]3[CH3:27])[C:8]=2[C@H:7]([CH3:28])[CH2:6]1. The yield is 0.820. (2) The reactants are [C:1](Cl)(=[O:11])[CH2:2][CH2:3][CH2:4][CH2:5][CH2:6][CH2:7][CH2:8][CH2:9][CH3:10].[C:13]1([C:19]#[C:20][C:21]2[CH:39]=[CH:38][C:24]([C:25]([NH:27][C:28]3[CH:33]=[CH:32][CH:31]=[CH:30][C:29]=3[S:34](=[O:37])(=[O:36])[NH2:35])=[O:26])=[CH:23][CH:22]=2)[CH:18]=[CH:17][CH:16]=[CH:15][CH:14]=1. The catalyst is CN(C)C1C=CN=CC=1.O1CCCC1. The product is [C:13]1([C:19]#[C:20][C:21]2[CH:39]=[CH:38][C:24]([C:25]([NH:27][C:28]3[CH:33]=[CH:32][CH:31]=[CH:30][C:29]=3[S:34]([NH:35][C:1](=[O:11])[CH2:2][CH2:3][CH2:4][CH2:5][CH2:6][CH2:7][CH2:8][CH2:9][CH3:10])(=[O:37])=[O:36])=[O:26])=[CH:23][CH:22]=2)[CH:14]=[CH:15][CH:16]=[CH:17][CH:18]=1. The yield is 0.764. (3) The reactants are Br[C:2]1[N:10]([CH2:11][CH2:12][CH:13]([CH3:15])[CH3:14])[C:9]2[C:8](=[O:16])[NH:7][C:6](=[O:17])[N:5]([CH3:18])[C:4]=2[N:3]=1.Br[CH2:20][CH2:21][CH2:22][O:23][Si:24]([C:27]([CH3:30])([CH3:29])[CH3:28])([CH3:26])[CH3:25].C(=O)([O-])[O-].[K+].[K+]. The catalyst is CCCC[N+](CCCC)(CCCC)CCCC.[I-].CN(C=O)C.O. The product is [Si:24]([O:23][CH2:22][CH2:21][CH2:20][N:7]1[C:8](=[O:16])[C:9]2[N:10]([CH2:11][CH2:12][CH:13]([CH3:15])[CH3:14])[CH:2]=[N:3][C:4]=2[N:5]([CH3:18])[C:6]1=[O:17])([C:27]([CH3:28])([CH3:29])[CH3:30])([CH3:26])[CH3:25]. The yield is 0.880. (4) The reactants are [CH:1]1([C:6]([C:8]2[CH:13]=[C:12]([CH3:14])[CH:11]=[CH:10][C:9]=2[NH:15][C:16]([NH:18][C:19]2[S:20][CH:21]=[C:22]([CH2:24][CH:25]=O)[N:23]=2)=[O:17])=[O:7])[CH2:5][CH2:4][CH2:3][CH2:2]1.[C:27]([CH:32]=P(C1C=CC=CC=1)(C1C=CC=CC=1)C1C=CC=CC=1)([O:29][CH2:30][CH3:31])=[O:28]. No catalyst specified. The product is [CH2:30]([O:29][C:27](=[O:28])[CH:32]=[CH:25][CH2:24][C:22]1[N:23]=[C:19]([NH:18][C:16]([NH:15][C:9]2[CH:10]=[CH:11][C:12]([CH3:14])=[CH:13][C:8]=2[C:6]([CH:1]2[CH2:5][CH2:4][CH2:3][CH2:2]2)=[O:7])=[O:17])[S:20][CH:21]=1)[CH3:31]. The yield is 0.420. (5) The yield is 0.780. The catalyst is C1COCC1.CCOCC.[Cl-].[Cl-].[Cl-].[Cl-].[Zr+4]. The reactants are CON(C)[C:4]([C:6]1[CH:11]=[CH:10][N:9]=[C:8]([CH2:12][NH:13][C:14]([C:16]2[CH:25]=[C:24]([CH3:26])[C:23]3[C:18](=[C:19]([C:30]([F:33])([F:32])[F:31])[CH:20]=[C:21]([CH:27]4[CH2:29][CH2:28]4)[CH:22]=3)[N:17]=2)=[O:15])[CH:7]=1)=[O:5].C[Mg+].[Br-].C([O-])(=O)C(C(C([O-])=O)O)O. The product is [CH:4]([C:6]1[CH:11]=[CH:10][N:9]=[C:8]([CH2:12][NH:13][C:14]([C:16]2[CH:25]=[C:24]([CH3:26])[C:23]3[C:18](=[C:19]([C:30]([F:32])([F:33])[F:31])[CH:20]=[C:21]([CH:27]4[CH2:28][CH2:29]4)[CH:22]=3)[N:17]=2)=[O:15])[CH:7]=1)=[O:5]. (6) The reactants are [CH3:1][C@H:2]1[NH:7][CH2:6][CH2:5][N:4]([C:8]([O:10]C(C)(C)C)=O)[CH2:3]1.CC1C=CC(S(O[CH2:26][CH:27]2[CH2:32][CH2:31][CH2:30][N:29]([CH2:33][CH3:34])[CH2:28]2)(=O)=O)=CC=1.C(=O)([O-])[O-].[K+].[K+].C(N(C(C)C)CC)(C)C.[Cl:50][C:51]1[CH:52]=[C:53]([N:58]=C=O)[CH:54]=[CH:55][C:56]=1[Cl:57]. The catalyst is C(#N)C.ClCCl. The product is [Cl:50][C:51]1[CH:52]=[C:53]([NH:58][C:8]([N:4]2[CH2:5][CH2:6][N:7]([CH2:26][CH:27]3[CH2:32][CH2:31][CH2:30][N:29]([CH2:33][CH3:34])[CH2:28]3)[C@H:2]([CH3:1])[CH2:3]2)=[O:10])[CH:54]=[CH:55][C:56]=1[Cl:57]. The yield is 0.300. (7) The reactants are C(OC([N:8]1[CH2:12][CH2:11][CH2:10][CH:9]1[CH2:13][O:14][C:15]1[CH:20]=[CH:19][C:18]([O:21][C:22]2[CH:27]=[CH:26][C:25]([C:28]#[N:29])=[CH:24][CH:23]=2)=[CH:17][CH:16]=1)=O)(C)(C)C.[ClH:30]. The catalyst is O1CCOCC1. The product is [ClH:30].[NH:8]1[CH2:12][CH2:11][CH2:10][C@@H:9]1[CH2:13][O:14][C:15]1[CH:20]=[CH:19][C:18]([O:21][C:22]2[CH:27]=[CH:26][C:25]([C:28]#[N:29])=[CH:24][CH:23]=2)=[CH:17][CH:16]=1. The yield is 0.850. (8) The yield is 0.270. The catalyst is C1C=CC(P(C2C=CC=CC=2)[C-]2C=CC=C2)=CC=1.C1C=CC(P(C2C=CC=CC=2)[C-]2C=CC=C2)=CC=1.Cl[Pd]Cl.[Fe+2].CN(C)C=O. The product is [O:26]1[C:30]2[CH:31]=[CH:32][CH:33]=[CH:34][C:29]=2[CH:28]=[C:27]1[C:2]1[CH:23]=[CH:22][C:5]([C:6]([NH:8][S:9]([C:12]2[CH:17]=[CH:16][CH:15]=[CH:14][C:13]=2[S:18](=[O:21])(=[O:20])[NH2:19])(=[O:11])=[O:10])=[O:7])=[CH:4][C:3]=1[C:24]#[N:25]. The reactants are Br[C:2]1[CH:23]=[CH:22][C:5]([C:6]([NH:8][S:9]([C:12]2[CH:17]=[CH:16][CH:15]=[CH:14][C:13]=2[S:18](=[O:21])(=[O:20])[NH2:19])(=[O:11])=[O:10])=[O:7])=[CH:4][C:3]=1[C:24]#[N:25].[O:26]1[C:30]2[CH:31]=[CH:32][CH:33]=[CH:34][C:29]=2[CH:28]=[C:27]1B(O)O.C(=O)([O-])[O-].[Na+].[Na+]. (9) The reactants are [C:1]1([C:7]2[N:11]([S:12]([C:15]3[S:16][CH:17]=[CH:18][CH:19]=3)(=[O:14])=[O:13])[CH:10]=[C:9]([CH:20]=O)[CH:8]=2)[CH:6]=[CH:5][CH:4]=[CH:3][CH:2]=1.CO.[CH3:24][NH2:25].[BH4-].[Na+].[ClH:28].C(=O)([O-])O.[Na+]. The catalyst is CO. The product is [ClH:28].[CH3:24][NH:25][CH2:20][C:9]1[CH:8]=[C:7]([C:1]2[CH:6]=[CH:5][CH:4]=[CH:3][CH:2]=2)[N:11]([S:12]([C:15]2[S:16][CH:17]=[CH:18][CH:19]=2)(=[O:14])=[O:13])[CH:10]=1. The yield is 0.820. (10) The reactants are [CH3:1][N:2]([CH3:23])[C:3]1[C:12]2[C:7](=[CH:8][CH:9]=[CH:10][CH:11]=2)[N:6]=[C:5]([NH:13][C@@H:14]2[CH2:19][CH2:18][C@H:17]([C:20]([NH2:22])=O)[CH2:16][CH2:15]2)[N:4]=1.Cl. The catalyst is C1COCC1.CCOC(C)=O.CO. The product is [NH2:22][CH2:20][C@@H:17]1[CH2:16][CH2:15][C@H:14]([NH:13][C:5]2[N:4]=[C:3]([N:2]([CH3:23])[CH3:1])[C:12]3[C:7](=[CH:8][CH:9]=[CH:10][CH:11]=3)[N:6]=2)[CH2:19][CH2:18]1. The yield is 0.590.